Dataset: Forward reaction prediction with 1.9M reactions from USPTO patents (1976-2016). Task: Predict the product of the given reaction. (1) The product is: [NH2:7][C@@H:8]([C:17]1[CH:22]=[CH:21][CH:20]=[CH:19][CH:18]=1)[C:9]([F:15])([F:16])[C:10]([O:12][CH2:13][CH3:14])=[O:11]. Given the reactants C([S@@]([NH:7][C@@H:8]([C:17]1[CH:22]=[CH:21][CH:20]=[CH:19][CH:18]=1)[C:9]([F:16])([F:15])[C:10]([O:12][CH2:13][CH3:14])=[O:11])=O)(C)(C)C.O=S(Cl)Cl, predict the reaction product. (2) Given the reactants [CH3:1][Si:2]([O:5][C:6](=[O:10])/[CH:7]=[CH:8]/[CH3:9])([CH3:4])[CH3:3].[Br:11]N1C(=O)CCC1=O.C(OOC(=O)C1C=CC=CC=1)(=O)C1C=CC=CC=1, predict the reaction product. The product is: [CH3:1][Si:2]([O:5][C:6](=[O:10])/[CH:7]=[CH:8]/[CH2:9][Br:11])([CH3:4])[CH3:3]. (3) Given the reactants [F:1][CH:2]([F:49])[C:3]1[N:7]([C:8]2[N:13]=[C:12]([N:14]3[CH2:19][CH2:18][O:17][CH2:16][CH2:15]3)[N:11]=[C:10]([N:20]([CH2:34][CH2:35][CH2:36][N:37]3[CH2:42][CH2:41][O:40][CH2:39][CH2:38]3)[CH:21]3[CH2:26][CH2:25][CH2:24][N:23](C(OC(C)(C)C)=O)[CH2:22]3)[N:9]=2)[C:6]2[CH:43]=[CH:44][CH:45]=[C:46]([O:47][CH3:48])[C:5]=2[N:4]=1.C(O)(C(F)(F)F)=O, predict the reaction product. The product is: [F:49][CH:2]([F:1])[C:3]1[N:7]([C:8]2[N:13]=[C:12]([N:14]3[CH2:15][CH2:16][O:17][CH2:18][CH2:19]3)[N:11]=[C:10]([N:20]([CH2:34][CH2:35][CH2:36][N:37]3[CH2:38][CH2:39][O:40][CH2:41][CH2:42]3)[CH:21]3[CH2:26][CH2:25][CH2:24][NH:23][CH2:22]3)[N:9]=2)[C:6]2[CH:43]=[CH:44][CH:45]=[C:46]([O:47][CH3:48])[C:5]=2[N:4]=1. (4) The product is: [F:25][C:24]([F:27])([F:26])[C:22]1[CH:21]=[CH:20][N:19]=[C:18]([O:1][C:2]2[CH:7]=[CH:6][C:5]([CH2:8][CH2:9][OH:10])=[CH:4][CH:3]=2)[CH:23]=1. Given the reactants [OH:1][C:2]1[CH:7]=[CH:6][C:5]([CH2:8][CH2:9][OH:10])=[CH:4][CH:3]=1.C([O-])([O-])=O.[K+].[K+].F[C:18]1[CH:23]=[C:22]([C:24]([F:27])([F:26])[F:25])[CH:21]=[CH:20][N:19]=1.O, predict the reaction product. (5) Given the reactants [CH:1]1([N:6]2[CH2:12][C@:11]([CH2:14][CH3:15])([CH3:13])[C:10](=[O:16])[N:9]([CH3:17])[C:8]3[CH:18]=[N:19][C:20]([NH:22][C:23]4[CH:31]=[CH:30][C:26]([C:27](O)=[O:28])=[CH:25][C:24]=4[O:32][CH3:33])=[N:21][C:7]2=3)[CH2:5][CH2:4][CH2:3][CH2:2]1.C[CH2:35][N:36]([CH:40]([CH3:42])C)[CH:37]([CH3:39])C.[CH3:43][N:44](C(ON1N=NC2C=CC=NC1=2)=[N+](C)C)C.F[P-](F)(F)(F)(F)F, predict the reaction product. The product is: [CH:1]1([N:6]2[CH2:12][C@:11]([CH2:14][CH3:15])([CH3:13])[C:10](=[O:16])[N:9]([CH3:17])[C:8]3[CH:18]=[N:19][C:20]([NH:22][C:23]4[CH:31]=[CH:30][C:26]([C:27]([NH:44][CH:43]5[CH2:39][CH2:37][N:36]([CH3:35])[CH2:40][CH2:42]5)=[O:28])=[CH:25][C:24]=4[O:32][CH3:33])=[N:21][C:7]2=3)[CH2:5][CH2:4][CH2:3][CH2:2]1. (6) Given the reactants [NH2:1][C:2]1[CH:3]=[C:4]([OH:8])[CH:5]=[CH:6][CH:7]=1.I[C:10]1[CH:11]=[C:12]([CH:14]=[CH:15][CH:16]=1)[NH2:13].N1C=CC=CC=1C(O)=O.P([O-])([O-])([O-])=O.[K+].[K+].[K+], predict the reaction product. The product is: [O:8]([C:10]1[CH:11]=[C:12]([CH:14]=[CH:15][CH:16]=1)[NH2:13])[C:4]1[CH:3]=[C:2]([CH:7]=[CH:6][CH:5]=1)[NH2:1]. (7) Given the reactants [CH3:1][O:2][C:3]1[CH:4]=[C:5]2[C:10](=[CH:11][C:12]=1[N+:13]([O-:15])=[O:14])[NH:9][C:8](=O)[CH2:7][CH2:6]2.CSC, predict the reaction product. The product is: [CH3:1][O:2][C:3]1[CH:4]=[C:5]2[C:10](=[CH:11][C:12]=1[N+:13]([O-:15])=[O:14])[NH:9][CH2:8][CH2:7][CH2:6]2.